From a dataset of Peptide-MHC class II binding affinity with 134,281 pairs from IEDB. Regression. Given a peptide amino acid sequence and an MHC pseudo amino acid sequence, predict their binding affinity value. This is MHC class II binding data. The peptide sequence is SVTIKLDGNLLSSND. The MHC is HLA-DQA10301-DQB10302 with pseudo-sequence HLA-DQA10301-DQB10302. The binding affinity (normalized) is 0.194.